From a dataset of Forward reaction prediction with 1.9M reactions from USPTO patents (1976-2016). Predict the product of the given reaction. Given the reactants CON(C)[C:4]([C@@H:6]1[CH2:10][CH2:9][CH2:8][C@H:7]1[C:11]1[CH:12]=[C:13]2[C:17](=[CH:18][CH:19]=1)[N:16]([CH3:20])[CH:15]=[C:14]2[C:21]#[N:22])=[O:5].[H-].[Na+].IC.[H-].[Al+3].[Li+].[H-].[H-].[H-], predict the reaction product. The product is: [CH:4]([C@@H:6]1[CH2:10][CH2:9][CH2:8][C@H:7]1[C:11]1[CH:12]=[C:13]2[C:17](=[CH:18][CH:19]=1)[N:16]([CH3:20])[CH:15]=[C:14]2[C:21]#[N:22])=[O:5].